Task: Predict which catalyst facilitates the given reaction.. Dataset: Catalyst prediction with 721,799 reactions and 888 catalyst types from USPTO The catalyst class is: 70. Product: [OH:23][C:12]1[C:11]([CH:24]([CH3:26])[CH3:25])=[N:10][N:9]([CH2:8][C:5]2[CH:6]=[CH:7][C:2]([C:37]3[CH:36]=[N:35][C:34]([N:31]4[CH2:30][CH2:29][N:28]([CH3:27])[CH2:33][CH2:32]4)=[CH:39][CH:38]=3)=[CH:3][CH:4]=2)[C:14](=[O:15])[C:13]=1[C:16]([NH:18][CH2:19][C:20]([OH:22])=[O:21])=[O:17]. Reactant: Br[C:2]1[CH:7]=[CH:6][C:5]([CH2:8][N:9]2[C:14](=[O:15])[C:13]([C:16]([NH:18][CH2:19][C:20]([OH:22])=[O:21])=[O:17])=[C:12]([OH:23])[C:11]([CH:24]([CH3:26])[CH3:25])=[N:10]2)=[CH:4][CH:3]=1.[CH3:27][N:28]1[CH2:33][CH2:32][N:31]([C:34]2[CH:39]=[CH:38][C:37](B3OC(C)(C)C(C)(C)O3)=[CH:36][N:35]=2)[CH2:30][CH2:29]1.C(=O)([O-])[O-].[K+].[K+].Cl.